From a dataset of Peptide-MHC class II binding affinity with 134,281 pairs from IEDB. Regression. Given a peptide amino acid sequence and an MHC pseudo amino acid sequence, predict their binding affinity value. This is MHC class II binding data. (1) The peptide sequence is SSCEVALSYYPTPLA. The MHC is DRB3_0101 with pseudo-sequence DRB3_0101. The binding affinity (normalized) is 0.0484. (2) The peptide sequence is AGWLAFFRDLVARGL. The MHC is DRB1_1001 with pseudo-sequence DRB1_1001. The binding affinity (normalized) is 0.591.